Predict which catalyst facilitates the given reaction. From a dataset of Catalyst prediction with 721,799 reactions and 888 catalyst types from USPTO. (1) Reactant: Cl.[Br:2][C:3]1[CH:4]=[C:5]([CH2:11][OH:12])[C:6]([CH2:9][OH:10])=[N:7][CH:8]=1.C(N(CC)CC)C.[CH3:20][S:21](O[S:21]([CH3:20])(=[O:23])=[O:22])(=[O:23])=[O:22]. Product: [CH3:20][S:21]([O:10][CH2:9][C:6]1[C:5]([CH2:11][O:12][S:21]([CH3:20])(=[O:23])=[O:22])=[CH:4][C:3]([Br:2])=[CH:8][N:7]=1)(=[O:23])=[O:22]. The catalyst class is: 7. (2) Reactant: CC(C)([O-])C.[K+].CCOP(OCC)([CH2:12][C:13]#[N:14])=O.[C:18]([O:22][C:23](=[O:33])[NH:24][C@H:25]1[CH2:30][CH2:29][C@H:28]([CH:31]=O)[CH2:27][CH2:26]1)([CH3:21])([CH3:20])[CH3:19]. Product: [C:18]([O:22][C:23](=[O:33])[NH:24][C@H:25]1[CH2:30][CH2:29][C@H:28]([CH:31]=[CH:12][C:13]#[N:14])[CH2:27][CH2:26]1)([CH3:21])([CH3:20])[CH3:19]. The catalyst class is: 1. (3) Reactant: [F:1][C:2]1[C:10]([F:11])=[CH:9][CH:8]=[C:7]2[C:3]=1[CH2:4][C:5]([NH:15][C:16](=[O:28])[C:17]1[CH:22]=[CH:21][CH:20]=[C:19]([CH3:23])[C:18]=1[CH:24]=[C:25]([CH3:27])[CH3:26])([C:12]([OH:14])=[O:13])[CH2:6]2. Product: [F:1][C:2]1[C:10]([F:11])=[CH:9][CH:8]=[C:7]2[C:3]=1[CH2:4][C:5]([NH:15][C:16](=[O:28])[C:17]1[CH:22]=[CH:21][CH:20]=[C:19]([CH3:23])[C:18]=1[CH2:24][CH:25]([CH3:26])[CH3:27])([C:12]([OH:14])=[O:13])[CH2:6]2. The catalyst class is: 19. (4) Reactant: [CH2:1]([O:3][C:4](=[O:38])[C:5]([CH3:37])([O:7][C:8]1[CH:13]=[CH:12][C:11]([O:14][CH2:15][CH2:16][C:17]2[N:18]=[C:19]([C:23]3[CH:28]=[CH:27][CH:26]=[C:25]([CH2:29][CH2:30]C4C=CC=CC=4)[CH:24]=3)[O:20][C:21]=2[CH3:22])=[CH:10][CH:9]=1)[CH3:6])[CH3:2]. Product: [CH2:1]([O:3][C:4](=[O:38])[C:5]([O:7][C:8]1[CH:9]=[CH:10][C:11]([O:14][CH2:15][CH2:16][C:17]2[N:18]=[C:19]([C:23]3[CH:28]=[CH:27][CH:26]=[C:25]([CH2:29][CH3:30])[CH:24]=3)[O:20][C:21]=2[CH3:22])=[CH:12][CH:13]=1)([CH3:37])[CH3:6])[CH3:2]. The catalyst class is: 25. (5) Reactant: [NH2:1][C:2]1[CH:3]=[C:4]([CH2:8][C:9]([NH:11][CH2:12][CH2:13][OH:14])=[O:10])[CH:5]=[CH:6][CH:7]=1.[Cl:15][C:16]1[CH:21]=[C:20]([Cl:22])[CH:19]=[C:18]([Cl:23])[C:17]=1Br.C([O-])([O-])=O.[K+].[K+].CC1(C)C2C(=C(P(C3C=CC=CC=3)C3C=CC=CC=3)C=CC=2)OC2C(P(C3C=CC=CC=3)C3C=CC=CC=3)=CC=CC1=2. Product: [OH:14][CH2:13][CH2:12][NH:11][C:9](=[O:10])[CH2:8][C:4]1[CH:5]=[CH:6][CH:7]=[C:2]([NH:1][C:17]2[C:16]([Cl:15])=[CH:21][C:20]([Cl:22])=[CH:19][C:18]=2[Cl:23])[CH:3]=1. The catalyst class is: 62. (6) Reactant: [NH2:1][C:2]1[N:7]([C:8]2[CH:13]=[CH:12][CH:11]=[C:10]([O:14][C:15]([F:18])([F:17])[F:16])[CH:9]=2)[C:6](=[S:19])[NH:5][C:4](=[O:20])[CH:3]=1.[N:21]([O-])=[O:22].[Na+]. Product: [NH2:1][C:2]1[N:7]([C:8]2[CH:13]=[CH:12][CH:11]=[C:10]([O:14][C:15]([F:16])([F:18])[F:17])[CH:9]=2)[C:6](=[S:19])[NH:5][C:4](=[O:20])[C:3]=1[N:21]=[O:22]. The catalyst class is: 86. (7) Reactant: [O:1]([C:8]1[CH:13]=[CH:12][C:11]([NH2:14])=[CH:10][CH:9]=1)[C:2]1[CH:7]=[CH:6][CH:5]=[CH:4][CH:3]=1.C(N(CC)CC)C.[C:22](Cl)(=[O:24])[CH3:23].O. Product: [O:1]([C:8]1[CH:9]=[CH:10][C:11]([NH:14][C:22](=[O:24])[CH3:23])=[CH:12][CH:13]=1)[C:2]1[CH:7]=[CH:6][CH:5]=[CH:4][CH:3]=1. The catalyst class is: 2. (8) Reactant: [C:1]([C:5]1[CH:10]=[CH:9][C:8](/[CH:11]=[CH:12]/[C:13]([NH:15][C:16]2[CH:21]=[CH:20][CH:19]=[C:18]([OH:22])[CH:17]=2)=[O:14])=[CH:7][CH:6]=1)([CH3:4])([CH3:3])[CH3:2].C1C[O:26][CH2:25][CH2:24]1.BrCCO. Product: [C:1]([C:5]1[CH:6]=[CH:7][C:8](/[CH:11]=[CH:12]/[C:13]([NH:15][C:16]2[CH:21]=[CH:20][CH:19]=[C:18]([O:22][CH2:24][CH2:25][OH:26])[CH:17]=2)=[O:14])=[CH:9][CH:10]=1)([CH3:4])([CH3:2])[CH3:3]. The catalyst class is: 74. (9) Reactant: [Cl:1][C:2]1[CH:3]=[C:4]2[C:8](=[CH:9][CH:10]=1)[N:7]([S:11]([C:14]1[CH:19]=[CH:18][CH:17]=[CH:16][CH:15]=1)(=[O:13])=[O:12])[C:6]([C:20]([O:22][CH2:23][CH3:24])=[O:21])=[CH:5]2.C(OC(=O)C)(=O)C.[S:32](=O)(=[O:35])([OH:34])[OH:33]. Product: [Cl:1][C:2]1[CH:3]=[C:4]2[C:8](=[CH:9][CH:10]=1)[N:7]([S:11]([C:14]1[CH:19]=[CH:18][CH:17]=[CH:16][CH:15]=1)(=[O:13])=[O:12])[C:6]([C:20]([O:22][CH2:23][CH3:24])=[O:21])=[C:5]2[S:32]([OH:35])(=[O:34])=[O:33]. The catalyst class is: 4. (10) Reactant: C(O)(=O)C.[CH2:5]([O:7][C:8](=[O:21])[C:9](=O)[CH2:10][C:11]([C:13]1[CH:18]=[CH:17][C:16]([Cl:19])=[CH:15][N:14]=1)=O)[CH3:6].[NH:22]([C:24]1[CH:25]=[N:26][CH:27]=[CH:28][CH:29]=1)[NH2:23]. Product: [CH2:5]([O:7][C:8]([C:9]1[CH:10]=[C:11]([C:13]2[CH:18]=[CH:17][C:16]([Cl:19])=[CH:15][N:14]=2)[N:22]([C:24]2[CH:25]=[N:26][CH:27]=[CH:28][CH:29]=2)[N:23]=1)=[O:21])[CH3:6]. The catalyst class is: 8.